Dataset: Forward reaction prediction with 1.9M reactions from USPTO patents (1976-2016). Task: Predict the product of the given reaction. (1) Given the reactants Cl[CH2:2][CH2:3][CH2:4][S:5]([O:8][CH2:9][C:10]([CH3:24])([CH3:23])[C@@H:11]([OH:22])[C:12]([O:14][CH2:15][C:16]1[CH:17]=[N:18][CH:19]=[CH:20][CH:21]=1)=[O:13])(=[O:7])=[O:6].[N-:25]=[N+:26]=[N-:27].[Na+], predict the reaction product. The product is: [N:25]([CH2:2][CH2:3][CH2:4][S:5]([O:8][CH2:9][C:10]([CH3:24])([CH3:23])[C@@H:11]([OH:22])[C:12]([O:14][CH2:15][C:16]1[CH:17]=[N:18][CH:19]=[CH:20][CH:21]=1)=[O:13])(=[O:7])=[O:6])=[N+:26]=[N-:27]. (2) The product is: [CH3:16][O:17][C:18]1[CH:19]=[C:20]([CH:24]=[CH:25][C:26]=1[O:27][CH3:28])[C:21]([NH:15][C:11]1[S:12][C:13]([CH3:14])=[C:9]([C:6]2[CH:5]=[CH:4][C:3]([O:2][CH3:1])=[CH:8][CH:7]=2)[N:10]=1)=[O:22]. Given the reactants [CH3:1][O:2][C:3]1[CH:8]=[CH:7][C:6]([C:9]2[N:10]=[C:11]([NH2:15])[S:12][C:13]=2[CH3:14])=[CH:5][CH:4]=1.[CH3:16][O:17][C:18]1[CH:19]=[C:20]([CH:24]=[CH:25][C:26]=1[O:27][CH3:28])[C:21](Cl)=[O:22], predict the reaction product. (3) Given the reactants [C:1]([C:3]1[CH:36]=[CH:35][C:6]([O:7][C:8]2[CH:31]=[CH:30][C:11]3[C:12]([CH2:15][CH2:16][CH:17]4[CH2:22][CH2:21][N:20]([C:23]([O:25][C:26]([CH3:29])([CH3:28])[CH3:27])=[O:24])[CH2:19][CH2:18]4)=[N:13][O:14][C:10]=3[C:9]=2/[CH:32]=C/C)=[CH:5][CH:4]=1)#[N:2].C(C1C=CC([O:43]C2C=CC3C(CCC4CCN(C(OC(C)(C)C)=O)CC4)=NOC=3C=2/C=C\C)=CC=1)#N.I([O-])(=O)(=O)=O.[Na+].C(OCC)(=O)C, predict the reaction product. The product is: [C:1]([C:3]1[CH:4]=[CH:5][C:6]([O:7][C:8]2[CH:31]=[CH:30][C:11]3[C:12]([CH2:15][CH2:16][CH:17]4[CH2:18][CH2:19][N:20]([C:23]([O:25][C:26]([CH3:27])([CH3:29])[CH3:28])=[O:24])[CH2:21][CH2:22]4)=[N:13][O:14][C:10]=3[C:9]=2[CH:32]=[O:43])=[CH:35][CH:36]=1)#[N:2]. (4) Given the reactants [CH3:1][C:2]1[C:3](=O)[NH:4][N:5]=[C:6]([C:8]2[CH:13]=[CH:12][CH:11]=[CH:10][CH:9]=2)[CH:7]=1.P(Cl)(Cl)([Cl:17])=O.[Cl-].[Cl-].[Ca+2].Cl.OP(O)(O)=O.[OH-].[Na+], predict the reaction product. The product is: [Cl:17][C:3]1[N:4]=[N:5][C:6]([C:8]2[CH:13]=[CH:12][CH:11]=[CH:10][CH:9]=2)=[CH:7][C:2]=1[CH3:1]. (5) Given the reactants I[C:2]1[CH:11]=[CH:10][CH:9]=[C:8]2[C:3]=1[CH:4]=[CH:5][C:6](Cl)=[N:7]2.[CH3:13][O:14][C:15]1[CH:23]=[C:22]2[C:18]([CH2:19][CH2:20][CH:21]2[NH2:24])=[CH:17][CH:16]=1.[CH3:25][S:26][CH2:27][CH2:28][NH2:29], predict the reaction product. The product is: [CH3:13][O:14][C:15]1[CH:23]=[C:22]2[C:18]([CH2:19][CH2:20][CH:21]2[NH:24][C:6]2[CH:5]=[CH:4][C:3]3[C:2]([NH:29][CH2:28][CH2:27][S:26][CH3:25])=[CH:11][CH:10]=[CH:9][C:8]=3[N:7]=2)=[CH:17][CH:16]=1. (6) Given the reactants [C:1]([C:5]1[O:9][N:8]=[C:7]([C:10]2[CH:15]=[C:14](Cl)[C:13]([CH:17]3[CH2:19][CH2:18]3)=[CH:12][N:11]=2)[N:6]=1)([CH3:4])([CH3:3])[CH3:2].[O:20]1[CH2:24][CH2:23][CH:22]([OH:25])[CH2:21]1, predict the reaction product. The product is: [C:1]([C:5]1[O:9][N:8]=[C:7]([C:10]2[CH:15]=[C:14]([O:25][CH:22]3[CH2:23][CH2:24][O:20][CH2:21]3)[C:13]([CH:17]3[CH2:19][CH2:18]3)=[CH:12][N:11]=2)[N:6]=1)([CH3:4])([CH3:3])[CH3:2].